Dataset: Forward reaction prediction with 1.9M reactions from USPTO patents (1976-2016). Task: Predict the product of the given reaction. (1) Given the reactants [F:1][C:2]1[CH:38]=[C:37]([F:39])[CH:36]=[CH:35][C:3]=1[O:4][C:5]1[C:10]([N+:11]([O-:13])=[O:12])=[C:9]([NH:14][CH3:15])[CH:8]=[CH:7][C:6]=1[C:16]1[C:17]2[CH:26]=[N:25][N:24]([CH2:27][O:28][CH2:29][CH2:30][Si:31]([CH3:34])([CH3:33])[CH3:32])[C:18]=2[C:19](=[O:23])[N:20]([CH3:22])[CH:21]=1.[Br:40]N1C(=O)CCC1=O, predict the reaction product. The product is: [Br:40][C:8]1[C:9]([NH:14][CH3:15])=[C:10]([N+:11]([O-:13])=[O:12])[C:5]([O:4][C:3]2[CH:35]=[CH:36][C:37]([F:39])=[CH:38][C:2]=2[F:1])=[C:6]([C:16]2[C:17]3[CH:26]=[N:25][N:24]([CH2:27][O:28][CH2:29][CH2:30][Si:31]([CH3:34])([CH3:32])[CH3:33])[C:18]=3[C:19](=[O:23])[N:20]([CH3:22])[CH:21]=2)[CH:7]=1. (2) Given the reactants [Cl:1][C:2]1[CH:11]=[CH:10][C:9]2[C:4](=[CH:5][CH:6]=[C:7]([OH:12])[CH:8]=2)[N:3]=1.[CH3:13][O:14][C:15]1[CH:16]=[C:17]([CH:20]=[CH:21][CH:22]=1)[CH2:18]Br.C(=O)([O-])[O-].[K+].[K+].O, predict the reaction product. The product is: [Cl:1][C:2]1[CH:11]=[CH:10][C:9]2[C:4](=[CH:5][CH:6]=[C:7]([O:12][CH2:18][C:17]3[CH:20]=[CH:21][CH:22]=[C:15]([O:14][CH3:13])[CH:16]=3)[CH:8]=2)[N:3]=1. (3) The product is: [CH3:31][N:26]1[CH2:27][CH2:28][O:29][CH2:30][C@@H:25]1[C:22]1[N:20]2[CH:21]=[C:16]([O:14][C@H:7]3[C:8]4[C:13](=[CH:12][CH:11]=[CH:10][CH:9]=4)[C@@H:4]([NH2:3])[CH2:5][CH2:6]3)[CH:17]=[CH:18][C:19]2=[N:24][N:23]=1. Given the reactants [H-].[Na+].[NH2:3][C@@H:4]1[C:13]2[C:8](=[CH:9][CH:10]=[CH:11][CH:12]=2)[C@H:7]([OH:14])[CH2:6][CH2:5]1.F[C:16]1[CH:17]=[CH:18][C:19]2[N:20]([C:22]([C@H:25]3[CH2:30][O:29][CH2:28][CH2:27][N:26]3[CH3:31])=[N:23][N:24]=2)[CH:21]=1.N, predict the reaction product. (4) Given the reactants [C:1]([O:5][C:6](=[O:20])[C:7]1[CH:12]=[CH:11][CH:10]=[C:9]([C:13]2[C:18]([CH3:19])=[CH:17][CH:16]=[CH:15][N:14]=2)[CH:8]=1)([CH3:4])([CH3:3])[CH3:2].NC(N)=[O:23].OO.C1(=O)OC(=O)C2=CC=CC=C12.[O-]S([O-])=O.[Na+].[Na+].C([O-])([O-])=O.[Na+].[Na+], predict the reaction product. The product is: [C:1]([O:5][C:6]([C:7]1[CH:8]=[C:9]([C:13]2[C:18]([CH3:19])=[CH:17][CH:16]=[CH:15][N+:14]=2[O-:23])[CH:10]=[CH:11][CH:12]=1)=[O:20])([CH3:4])([CH3:3])[CH3:2]. (5) Given the reactants CN(C)/[CH:3]=[C:4](\[F:16])/[C:5]([C:7]1[N:11]([CH:12]([CH3:14])[CH3:13])[C:10]([CH3:15])=[N:9][CH:8]=1)=O.[C:18]([N:21]1[C@H:26]([CH3:27])[CH2:25][N:24]([C:28]2[CH:33]=[CH:32][C:31]([NH:34][C:35]([NH2:37])=[NH:36])=[CH:30][CH:29]=2)[C@@H:23]([CH3:38])[CH2:22]1)(=[O:20])[CH3:19], predict the reaction product. The product is: [C:18]([N:21]1[C@H:26]([CH3:27])[CH2:25][N:24]([C:28]2[CH:33]=[CH:32][C:31]([NH:34][C:35]3[N:37]=[C:5]([C:7]4[N:11]([CH:12]([CH3:13])[CH3:14])[C:10]([CH3:15])=[N:9][CH:8]=4)[C:4]([F:16])=[CH:3][N:36]=3)=[CH:30][CH:29]=2)[C@@H:23]([CH3:38])[CH2:22]1)(=[O:20])[CH3:19]. (6) Given the reactants [Br:1][C:2]1[C:10]2[C:5](=[N:6][CH:7]=[C:8]([C:12]3[CH:17]=[CH:16][CH:15]=[CH:14][CH:13]=3)[C:9]=2[Cl:11])[NH:4][CH:3]=1.[H-].[Na+].[C:20]1([S:26](Cl)(=[O:28])=[O:27])[CH:25]=[CH:24][CH:23]=[CH:22][CH:21]=1.O, predict the reaction product. The product is: [Br:1][C:2]1[C:10]2[C:5](=[N:6][CH:7]=[C:8]([C:12]3[CH:17]=[CH:16][CH:15]=[CH:14][CH:13]=3)[C:9]=2[Cl:11])[N:4]([S:26]([C:20]2[CH:25]=[CH:24][CH:23]=[CH:22][CH:21]=2)(=[O:28])=[O:27])[CH:3]=1. (7) Given the reactants [CH3:1][O:2][C:3]1[CH:8]=[CH:7][C:6]([C:9]2[C:17]3[C:12](=[CH:13][CH:14]=[CH:15][CH:16]=3)[NH:11][C:10]=2[C:18]2[C:19]([CH3:24])=[N:20][O:21][C:22]=2[CH3:23])=[CH:5][CH:4]=1.[N:25]([CH2:28][CH3:29])=[C:26]=[O:27], predict the reaction product. The product is: [CH3:24][C:19]1[C:18]([C:10]2[N:11]([C:26]([NH:25][CH2:28][CH3:29])=[O:27])[C:12]3[C:17]([C:9]=2[C:6]2[CH:5]=[CH:4][C:3]([O:2][CH3:1])=[CH:8][CH:7]=2)=[CH:16][CH:15]=[CH:14][CH:13]=3)=[C:22]([CH3:23])[O:21][N:20]=1. (8) Given the reactants Br[C:2]1[CH:3]=[C:4]2[N:10]([O:11][C:12]3[CH:17]=[CH:16][CH:15]=[CH:14][CH:13]=3)[CH:9]=[CH:8][C:5]2=[N:6][CH:7]=1.[O:18]1[C:22]2[CH:23]=[CH:24][C:25](B(O)O)=[CH:26][C:21]=2[CH:20]=[CH:19]1, predict the reaction product. The product is: [O:18]1[C:22]2[CH:23]=[CH:24][C:25]([C:2]3[CH:3]=[C:4]4[N:10]([O:11][C:12]5[CH:17]=[CH:16][CH:15]=[CH:14][CH:13]=5)[CH:9]=[CH:8][C:5]4=[N:6][CH:7]=3)=[CH:26][C:21]=2[CH:20]=[CH:19]1. (9) Given the reactants Cl.Cl.[F:3][C:4]([F:28])([F:27])[O:5][C:6]1[CH:11]=[CH:10][C:9]([N:12]2[CH:16]=[N:15][C:14]([C:17]3[CH:18]=[C:19]4[C:23](=[CH:24][CH:25]=3)[CH2:22][CH:21]([NH2:26])[CH2:20]4)=[N:13]2)=[CH:8][CH:7]=1.[C:29](=[O:32])(O)[O-].[Na+].ClC(Cl)(OC(=O)OC(Cl)(Cl)Cl)Cl.C(=O)([O-])[O-].[Cs+].[Cs+].[CH:52]([C:55]1[CH:60]=[CH:59][C:58]([CH3:61])=[CH:57][C:56]=1[NH:62][C:63]([NH2:65])=[S:64])([CH3:54])[CH3:53], predict the reaction product. The product is: [CH:52]([C:55]1[CH:60]=[CH:59][C:58]([CH3:61])=[CH:57][C:56]=1[NH:62][C:63]([NH:65][C:29]([NH:26][CH:21]1[CH2:20][C:19]2[C:23](=[CH:24][CH:25]=[C:17]([C:14]3[N:15]=[CH:16][N:12]([C:9]4[CH:10]=[CH:11][C:6]([O:5][C:4]([F:3])([F:27])[F:28])=[CH:7][CH:8]=4)[N:13]=3)[CH:18]=2)[CH2:22]1)=[O:32])=[S:64])([CH3:54])[CH3:53]. (10) Given the reactants [NH2:1][C:2]1C=CC(CCO)=C[CH:3]=1.[C:11](=[O:14])([O-])[O-].[K+].[K+].C(I)C.[CH2:20](Cl)[C:21]1[CH:26]=[CH:25][CH:24]=[CH:23][CH:22]=1.[C:28]1([CH3:34])[CH:33]=[CH:32][CH:31]=[CH:30][CH:29]=1, predict the reaction product. The product is: [CH2:20]([C:31]1[CH:32]=[CH:33][C:28]([CH2:34][CH:11]([OH:14])[NH:1][CH2:2][CH3:3])=[CH:29][CH:30]=1)[C:21]1[CH:26]=[CH:25][CH:24]=[CH:23][CH:22]=1.